This data is from Peptide-MHC class I binding affinity with 185,985 pairs from IEDB/IMGT. The task is: Regression. Given a peptide amino acid sequence and an MHC pseudo amino acid sequence, predict their binding affinity value. This is MHC class I binding data. (1) The binding affinity (normalized) is 0.0847. The peptide sequence is DLEKYNLAF. The MHC is HLA-A01:01 with pseudo-sequence HLA-A01:01. (2) The peptide sequence is RHYKISLDI. The MHC is Mamu-B17 with pseudo-sequence Mamu-B17. The binding affinity (normalized) is 0.454. (3) The MHC is HLA-B57:01 with pseudo-sequence HLA-B57:01. The binding affinity (normalized) is 0.0847. The peptide sequence is ETESVNSNY. (4) The peptide sequence is RGDKQRGGK. The MHC is HLA-A33:01 with pseudo-sequence HLA-A33:01. The binding affinity (normalized) is 0. (5) The peptide sequence is MISTYPGNT. The MHC is HLA-A33:01 with pseudo-sequence HLA-A33:01. The binding affinity (normalized) is 0.